Dataset: Catalyst prediction with 721,799 reactions and 888 catalyst types from USPTO. Task: Predict which catalyst facilitates the given reaction. (1) Reactant: [CH3:1][C:2]1[CH:7]=[C:6]([CH3:8])[N:5]=[C:4]([NH2:9])[CH:3]=1.Br[C:11]1[CH:16]=[CH:15][C:14]([F:17])=[CH:13][N:12]=1.CC(C)([O-])C.[K+]. Product: [F:17][C:14]1[CH:15]=[CH:16][C:11]([NH:9][C:4]2[CH:3]=[C:2]([CH3:1])[CH:7]=[C:6]([CH3:8])[N:5]=2)=[N:12][CH:13]=1. The catalyst class is: 101. (2) Reactant: [Cl-].O[NH3+:3].[C:4](=[O:7])([O-])[OH:5].[Na+].CS(C)=O.[CH2:13]([N:15]1[C:20](=[O:21])[C:19]([CH2:22][C:23]2[CH:28]=[CH:27][C:26]([C:29]3[C:30]([C:35]#[N:36])=[CH:31][CH:32]=[CH:33][CH:34]=3)=[CH:25][CH:24]=2)=[C:18]([CH2:37][CH2:38][CH3:39])[N:17]2[N:40]=[CH:41][N:42]=[C:16]12)[CH3:14]. Product: [CH2:13]([N:15]1[C:20](=[O:21])[C:19]([CH2:22][C:23]2[CH:24]=[CH:25][C:26]([C:29]3[CH:34]=[CH:33][CH:32]=[CH:31][C:30]=3[C:35]3[NH:3][C:4](=[O:7])[O:5][N:36]=3)=[CH:27][CH:28]=2)=[C:18]([CH2:37][CH2:38][CH3:39])[N:17]2[N:40]=[CH:41][N:42]=[C:16]12)[CH3:14]. The catalyst class is: 13. (3) Reactant: [C:1]1([C:6]2[CH:11]=[C:10]([NH:12][C:13]3[CH:18]=[CH:17][C:16]([CH2:19][C:20]([OH:22])=[O:21])=[CH:15][CH:14]=3)[CH:9]=[C:8]([C:23]([F:26])([F:25])[F:24])[N:7]=2)[CH2:5][CH2:4][CH2:3][CH:2]=1. Product: [CH:1]1([C:6]2[CH:11]=[C:10]([NH:12][C:13]3[CH:18]=[CH:17][C:16]([CH2:19][C:20]([OH:22])=[O:21])=[CH:15][CH:14]=3)[CH:9]=[C:8]([C:23]([F:26])([F:24])[F:25])[N:7]=2)[CH2:5][CH2:4][CH2:3][CH2:2]1. The catalyst class is: 29.